Predict which catalyst facilitates the given reaction. From a dataset of Catalyst prediction with 721,799 reactions and 888 catalyst types from USPTO. (1) Product: [CH3:19][O:18][C:17]1[N:16]=[C:15]([N:20]2[CH2:25][CH2:24][O:23][CH2:22][CH2:21]2)[N:14]=[C:13]([NH:26][C@@H:27]2[CH2:32][CH2:31][CH2:30][N:29]([C:33]([O:35][C:36]([CH3:39])([CH3:38])[CH3:37])=[O:34])[CH2:28]2)[C:12]=1[C:8]1[S:9][C:5]2[CH:4]=[CH:3][C:2]([CH3:1])=[CH:10][C:6]=2[N:7]=1. Reactant: [CH3:1][C:2]1[CH:3]=[CH:4][C:5]2[S:9][CH:8]=[N:7][C:6]=2[CH:10]=1.I[C:12]1[C:13]([NH:26][C@@H:27]2[CH2:32][CH2:31][CH2:30][N:29]([C:33]([O:35][C:36]([CH3:39])([CH3:38])[CH3:37])=[O:34])[CH2:28]2)=[N:14][C:15]([N:20]2[CH2:25][CH2:24][O:23][CH2:22][CH2:21]2)=[N:16][C:17]=1[O:18][CH3:19].C(=O)([O-])[O-].[Cs+].[Cs+]. The catalyst class is: 441. (2) Reactant: Cl.[CH:2]1[C:15]2[N:14]([CH2:16][CH2:17][NH2:18])[C:13]3[C:8](=[CH:9][CH:10]=[CH:11][CH:12]=3)[S:7][C:6]=2[CH:5]=[CH:4][CH:3]=1.C(N(CC)CC)C.[Cl:26][C:27]1[CH:32]=[CH:31][C:30]([S:33](Cl)(=[O:35])=[O:34])=[CH:29][CH:28]=1. Product: [CH:2]1[C:15]2[N:14]([CH2:16][CH2:17][NH:18][S:33]([C:30]3[CH:31]=[CH:32][C:27]([Cl:26])=[CH:28][CH:29]=3)(=[O:35])=[O:34])[C:13]3[C:8](=[CH:9][CH:10]=[CH:11][CH:12]=3)[S:7][C:6]=2[CH:5]=[CH:4][CH:3]=1. The catalyst class is: 3.